This data is from Forward reaction prediction with 1.9M reactions from USPTO patents (1976-2016). The task is: Predict the product of the given reaction. (1) Given the reactants [OH:1][C:2]1[CH:11]=[C:10]2[C:5]([C:6]([CH3:13])=[CH:7][C:8](=[O:12])[O:9]2)=[CH:4][CH:3]=1.[C:14](OC(=O)C)(=[O:16])[CH3:15], predict the reaction product. The product is: [C:14]([O:1][C:2]1[CH:11]=[C:10]2[C:5]([C:6]([CH3:13])=[CH:7][C:8](=[O:12])[O:9]2)=[CH:4][CH:3]=1)(=[O:16])[CH3:15]. (2) Given the reactants [F:1][C:2]1[CH:7]=[CH:6][C:5]([C:8](=[O:20])[CH2:9][CH2:10][CH2:11][N:12]2[CH2:17][CH2:16][CH2:15][CH:14]([CH2:18][OH:19])[CH2:13]2)=[CH:4][CH:3]=1.C(N(CC)CC)C.[C:28]1(C)[CH:33]=[CH:32][C:31]([S:34](Cl)(=[O:36])=[O:35])=[CH:30][CH:29]=1, predict the reaction product. The product is: [F:1][C:2]1[CH:3]=[CH:4][C:5]([C:8](=[O:20])[CH2:9][CH2:10][CH2:11][N:12]2[CH2:17][CH2:16][CH2:15][CH:14]([CH2:18][O:19][S:34]([C:31]3[CH:32]=[CH:33][CH:28]=[CH:29][CH:30]=3)(=[O:36])=[O:35])[CH2:13]2)=[CH:6][CH:7]=1. (3) Given the reactants Br[C:2]1[CH:3]=[C:4]([C:8](=[O:10])[CH3:9])[CH:5]=[N:6][CH:7]=1.[C:11]([B-](F)(F)F)([CH3:13])=[CH2:12].[K+].CCN(CC)CC.C(Cl)Cl, predict the reaction product. The product is: [CH2:12]=[C:11]([C:2]1[CH:3]=[C:4]([C:8](=[O:10])[CH3:9])[CH:5]=[N:6][CH:7]=1)[CH3:13]. (4) Given the reactants C([O:4][C:5]1[CH:6]=[C:7]([C:11]2[CH:16]=[CH:15][CH:14]=[CH:13][CH:12]=2)[CH:8]=[CH:9][CH:10]=1)C=C.CN(C)[C:19]1[CH:24]=CC=C[CH:20]=1, predict the reaction product. The product is: [OH:4][C:5]1[C:6]([CH2:24][CH:19]=[CH2:20])=[C:7]([C:11]2[CH:12]=[CH:13][CH:14]=[CH:15][CH:16]=2)[CH:8]=[CH:9][CH:10]=1. (5) Given the reactants Cl[CH2:2][CH2:3][N:4]1[C:8]2=[N:9][CH:10]=[N:11][C:12]([NH2:13])=[C:7]2[CH:6]=[N:5]1.Cl.[C:15]([CH:19]1[CH2:24][CH2:23][NH:22][CH2:21][CH2:20]1)([CH3:18])([CH3:17])[CH3:16].C([O-])([O-])=O.[K+].[K+].N[C@H](C(O)=O)CC1C=C2C(C=CC=C2)=CC=1, predict the reaction product. The product is: [C:15]([CH:19]1[CH2:24][CH2:23][N:22]([CH2:2][CH2:3][N:4]2[C:8]3=[N:9][CH:10]=[N:11][C:12]([NH2:13])=[C:7]3[CH:6]=[N:5]2)[CH2:21][CH2:20]1)([CH3:18])([CH3:17])[CH3:16]. (6) Given the reactants C[O:2][C:3](=[O:35])[C@@H:4]([NH:24][C:25](=[O:34])[C:26]1[C:31]([Cl:32])=[CH:30][N:29]=[CH:28][C:27]=1[Cl:33])[CH2:5][C:6]1[CH:7]=[C:8]2[C:13](=[CH:14][CH:15]=1)[N:12]=[C:11]([C:16]1[C:21]([Cl:22])=[CH:20][CH:19]=[CH:18][C:17]=1[Cl:23])[CH:10]=[CH:9]2.[OH-].[Na+], predict the reaction product. The product is: [Cl:33][C:27]1[CH:28]=[N:29][CH:30]=[C:31]([Cl:32])[C:26]=1[C:25]([NH:24][C@@H:4]([CH2:5][C:6]1[CH:7]=[C:8]2[C:13](=[CH:14][CH:15]=1)[N:12]=[C:11]([C:16]1[C:17]([Cl:23])=[CH:18][CH:19]=[CH:20][C:21]=1[Cl:22])[CH:10]=[CH:9]2)[C:3]([OH:35])=[O:2])=[O:34]. (7) Given the reactants [F:1][C:2]([F:18])([F:17])[C:3]1[CH:16]=[CH:15][C:14]2[S:13][C:12]3[C:7](=[CH:8][CH:9]=[CH:10][CH:11]=3)[NH:6][C:5]=2[CH:4]=1.CN(C=O)C.[OH-].[K+].[CH2:26]([CH:28]1[O:30][CH2:29]1)Br, predict the reaction product. The product is: [O:30]1[CH2:29][CH:28]1[CH2:26][N:6]1[C:5]2[CH:4]=[C:3]([C:2]([F:1])([F:17])[F:18])[CH:16]=[CH:15][C:14]=2[S:13][C:12]2[C:7]1=[CH:8][CH:9]=[CH:10][CH:11]=2.